From a dataset of Full USPTO retrosynthesis dataset with 1.9M reactions from patents (1976-2016). Predict the reactants needed to synthesize the given product. (1) Given the product [C:1]([O:5][C:6](=[O:27])[NH:7][C:8]1[C:9]([CH2:25][F:26])([CH2:23][F:24])[O:10][CH2:11][C:12]([C:15]2[CH:20]=[C:19]([NH2:29])[CH:18]=[CH:17][C:16]=2[F:22])([CH3:14])[N:13]=1)([CH3:4])([CH3:3])[CH3:2], predict the reactants needed to synthesize it. The reactants are: [C:1]([O:5][C:6](=[O:27])[NH:7][C:8]1[C:9]([CH2:25][F:26])([CH2:23][F:24])[O:10][CH2:11][C:12]([C:15]2[CH:20]=[C:19](Br)[CH:18]=[CH:17][C:16]=2[F:22])([CH3:14])[N:13]=1)([CH3:4])([CH3:3])[CH3:2].C[N:29](C)[C@@H]1CCCC[C@H]1N.O=C1O[C@H]([C@H](CO)O)C([O-])=C1O.[Na+].[N-]=[N+]=[N-].[Na+]. (2) Given the product [S:15]1[CH:19]=[CH:18][C:17]([N:4]2[C:14]3[C:9](=[CH:10][CH:11]=[CH:12][CH:13]=3)[C:7](=[O:8])[C:5]2=[O:6])=[CH:16]1, predict the reactants needed to synthesize it. The reactants are: ClCCl.[NH:4]1[C:14]2[C:9](=[CH:10][CH:11]=[CH:12][CH:13]=2)[C:7](=[O:8])[C:5]1=[O:6].[S:15]1[CH:19]=[CH:18][C:17](B(O)O)=[CH:16]1.C(N(CC)CC)C. (3) Given the product [CH3:23][O:24][C:25]([C:26]1[N:9]([CH:10]2[CH2:14][CH2:13][CH2:12][CH2:11]2)[C:3]2[N:4]=[C:5]([Cl:8])[N:6]=[CH:7][C:2]=2[C:27]=1[CH3:28])=[O:29], predict the reactants needed to synthesize it. The reactants are: Br[C:2]1[C:3]([NH:9][CH:10]2[CH2:14][CH2:13][CH2:12][CH2:11]2)=[N:4][C:5]([Cl:8])=[N:6][CH:7]=1.[Cl-].[Li+].C(=O)([O-])[O-].[K+].[K+].[CH3:23][O:24][C:25](=[O:29])[C:26]#[C:27][CH3:28]. (4) The reactants are: [Cl:1][C:2]1[CH:7]=[CH:6][C:5]([C@H:8]2[N:15]3[C:11]([S:12][C:13]([C:19]([N:21]4[C@H:28]([C:29]#[N:30])[CH2:27][CH2:26][C@H:22]4[C:23](O)=[O:24])=[O:20])=[C:14]3[CH:16]([CH3:18])[CH3:17])=[N:10][C@:9]2([C:32]2[CH:37]=[CH:36][C:35]([Cl:38])=[CH:34][CH:33]=2)[CH3:31])=[CH:4][CH:3]=1.[CH3:39][N:40]1[CH2:45][CH2:44][NH:43][CH2:42][C@H:41]1[CH3:46]. Given the product [Cl:1][C:2]1[CH:7]=[CH:6][C:5]([C@H:8]2[N:15]3[C:11]([S:12][C:13]([C:19]([N:21]4[C@H:22]([C:23]([N:43]5[CH2:44][CH2:45][N:40]([CH3:39])[C@H:41]([CH3:46])[CH2:42]5)=[O:24])[CH2:26][CH2:27][C@H:28]4[C:29]#[N:30])=[O:20])=[C:14]3[CH:16]([CH3:17])[CH3:18])=[N:10][C@:9]2([C:32]2[CH:33]=[CH:34][C:35]([Cl:38])=[CH:36][CH:37]=2)[CH3:31])=[CH:4][CH:3]=1, predict the reactants needed to synthesize it.